From a dataset of Catalyst prediction with 721,799 reactions and 888 catalyst types from USPTO. Predict which catalyst facilitates the given reaction. (1) Reactant: [Br-].[CH2:2]([O:12][C:13]1[CH:18]=[CH:17][CH:16]=[CH:15][C:14]=1[P+](CC1C=CC=CC=1)(C1C=CC=CC=1)C1C=CC=CC=1)[CH2:3][CH2:4][CH2:5][CH2:6][CH2:7][CH2:8][CH2:9][CH:10]=[CH2:11].C(=O)[C:40]1[CH:47]=[CH:46][C:43]([CH:44]=O)=[CH:42][CH:41]=1.[CH2:49]([OH:51])C.[O-][CH2:53]C.[Na+].O. Product: [CH2:2]([O:12][C:13]1[CH:18]=[CH:17][CH:16]=[C:15]([CH:53]=[CH:44][C:43]2[CH:42]=[CH:41][CH:40]=[CH:47][CH:46]=2)[C:14]=1[CH:49]=[O:51])[CH2:3][CH2:4][CH2:5][CH2:6][CH2:7][CH2:8][CH2:9][CH:10]=[CH2:11]. The catalyst class is: 8. (2) Reactant: [C:1]1([C:13]2[CH:18]=[CH:17][CH:16]=[CH:15][CH:14]=2)[CH:6]=[CH:5][CH:4]=[C:3]([NH:7][CH2:8][CH2:9][C:10]([OH:12])=O)[CH:2]=1.[CH3:19][CH:20]1[CH2:25][CH2:24][CH2:23][CH2:22][NH:21]1.F[B-](F)(F)F.N1(OC(N(C)C)=[N+](C)C)C2C=CC=CC=2N=N1.C(N(CC)CC)C. Product: [C:1]1([C:13]2[CH:18]=[CH:17][CH:16]=[CH:15][CH:14]=2)[CH:6]=[CH:5][CH:4]=[C:3]([NH:7][CH2:8][CH2:9][C:10]([N:21]2[CH2:22][CH2:23][CH2:24][CH2:25][CH:20]2[CH3:19])=[O:12])[CH:2]=1. The catalyst class is: 4.